The task is: Predict the reactants needed to synthesize the given product.. This data is from Full USPTO retrosynthesis dataset with 1.9M reactions from patents (1976-2016). (1) The reactants are: [OH:1][CH2:2][CH2:3][O:4][C:5]1[CH:14]=[CH:13][C:8]([O:9][CH2:10][CH2:11][OH:12])=[CH:7][CH:6]=1.[3H][3H]. Given the product [OH:12][CH2:11][CH2:10][O:9][CH:8]1[CH2:13][CH2:14][CH:5]([O:4][CH2:3][CH2:2][OH:1])[CH2:6][CH2:7]1, predict the reactants needed to synthesize it. (2) Given the product [Cl:1][C:2]1[CH:19]=[CH:18][C:5]2[N:6]([CH2:21][C:22]3[CH:23]=[C:24]([O:30][CH3:31])[CH:25]=[C:26]([O:28][CH3:29])[CH:27]=3)[C:7](=[O:17])[CH2:8][N:9]=[C:10]([C:11]3[CH:16]=[CH:15][CH:14]=[CH:13][CH:12]=3)[C:4]=2[CH:3]=1, predict the reactants needed to synthesize it. The reactants are: [Cl:1][C:2]1[CH:19]=[CH:18][C:5]2[NH:6][C:7](=[O:17])[CH2:8][N:9]=[C:10]([C:11]3[CH:16]=[CH:15][CH:14]=[CH:13][CH:12]=3)[C:4]=2[CH:3]=1.Br[CH2:21][C:22]1[CH:27]=[C:26]([O:28][CH3:29])[CH:25]=[C:24]([O:30][CH3:31])[CH:23]=1.